This data is from Full USPTO retrosynthesis dataset with 1.9M reactions from patents (1976-2016). The task is: Predict the reactants needed to synthesize the given product. (1) Given the product [CH3:8][C:5]1[N:6]=[CH:7][C:2]([C:17]2[N:16]([C:14]([O:13][C:9]([CH3:12])([CH3:11])[CH3:10])=[O:15])[CH:20]=[CH:19][CH:18]=2)=[N:3][CH:4]=1, predict the reactants needed to synthesize it. The reactants are: Br[C:2]1[CH:7]=[N:6][C:5]([CH3:8])=[CH:4][N:3]=1.[C:9]([O:13][C:14]([N:16]1[CH:20]=[CH:19][CH:18]=[C:17]1B(O)O)=[O:15])([CH3:12])([CH3:11])[CH3:10].C1(P(C2C=CC=CC=2)C2C=CC=CC=2)C=CC=CC=1.C(=O)([O-])[O-].[K+].[K+]. (2) Given the product [CH:32]1[C:33]2[CH:34]([CH2:36][O:37][C:38]([N:40]3[CH2:46][CH2:45][CH2:44][CH:43]([C:47]([O:49][C:50]([CH3:51])([CH3:53])[CH3:52])=[O:48])[C:42](=[O:54])[CH:41]3[NH2:55])=[O:39])[C:35]3[C:27](=[CH:26][CH:25]=[CH:24][CH:23]=3)[C:28]=2[CH:29]=[CH:30][CH:31]=1, predict the reactants needed to synthesize it. The reactants are: CC(OI1(OC(C)=O)(OC(C)=O)OC(=O)C2C=CC=CC1=2)=O.[CH:23]1[C:35]2[CH:34]([CH2:36][O:37][C:38]([N:40]3[CH2:46][CH2:45][CH2:44][CH:43]([C:47]([O:49][C:50]([CH3:53])([CH3:52])[CH3:51])=[O:48])[CH:42]([OH:54])[CH:41]3[NH2:55])=[O:39])[C:33]3[C:28](=[CH:29][CH:30]=[CH:31][CH:32]=3)[C:27]=2[CH:26]=[CH:25][CH:24]=1. (3) Given the product [BrH:18].[OH:2][C:3]1[C:12]([OH:13])=[C:11]2[NH:15][CH:16]=[CH:17][C:9]3[N:8]=[CH:7][CH:6]=[C:5]([CH:4]=1)[C:10]2=3, predict the reactants needed to synthesize it. The reactants are: C[O:2][C:3]1[CH:4]=[C:5]2[C:10]3=[C:11]([NH:15][CH:16]=[CH:17][C:9]3=[N:8][CH:7]=[CH:6]2)[C:12]=1[O:13]C.[BrH:18].